This data is from Catalyst prediction with 721,799 reactions and 888 catalyst types from USPTO. The task is: Predict which catalyst facilitates the given reaction. (1) Reactant: [Cl:1][C:2]1[CH:3]=[CH:4][C:5]([OH:33])=[C:6]([C:8]2[C:12]([C:13]#[C:14][C:15]3[CH:20]=[CH:19][C:18]([NH:21][C:22]([CH:24]4[CH2:29][O:28][CH2:27][CH2:26][NH:25]4)=[O:23])=[CH:17][CH:16]=3)=[CH:11][N:10]([CH2:30][CH2:31][OH:32])[N:9]=2)[CH:7]=1.C(OC(N1CCOC[C@H]1C(=O)NC1C=CC(C#CC2C(C3C=C(Cl)C=CC=3O)=NN(CCO)C=2)=CC=1)=O)(C)(C)C.C(O)(C(F)(F)F)=O. Product: [Cl:1][C:2]1[CH:3]=[CH:4][C:5]([OH:33])=[C:6]([C:8]2[C:12]([C:13]#[C:14][C:15]3[CH:20]=[CH:19][C:18]([NH:21][C:22]([C@@H:24]4[CH2:29][O:28][CH2:27][CH2:26][NH:25]4)=[O:23])=[CH:17][CH:16]=3)=[CH:11][N:10]([CH2:30][CH2:31][OH:32])[N:9]=2)[CH:7]=1. The catalyst class is: 2. (2) Reactant: [C:1]([C:5]1[N:10]=[C:9]([NH:11][C:12]2[CH:17]=[C:16](Cl)[N:15]=[N:14][C:13]=2[C:19]([NH2:21])=[O:20])[CH:8]=[CH:7][CH:6]=1)([CH3:4])([CH3:3])[CH3:2].CN1C(=O)CCC1.[NH2:29][CH2:30][C:31]1([NH:34][C:35](=[O:41])[O:36][C:37]([CH3:40])([CH3:39])[CH3:38])[CH2:33][CH2:32]1. Product: [C:1]([C:5]1[N:10]=[C:9]([NH:11][C:12]2[CH:17]=[C:16]([NH:29][CH2:30][C:31]3([NH:34][C:35](=[O:41])[O:36][C:37]([CH3:39])([CH3:38])[CH3:40])[CH2:32][CH2:33]3)[N:15]=[N:14][C:13]=2[C:19](=[O:20])[NH2:21])[CH:8]=[CH:7][CH:6]=1)([CH3:4])([CH3:3])[CH3:2]. The catalyst class is: 4.